Predict the product of the given reaction. From a dataset of Forward reaction prediction with 1.9M reactions from USPTO patents (1976-2016). (1) Given the reactants [Cl:1][C:2]1[CH:8]=[C:7]([O:9][C:10]2[C:19]3[C:14](=[CH:15][C:16]([O:22][CH3:23])=[C:17]([O:20][CH3:21])[CH:18]=3)[N:13]=[CH:12][N:11]=2)[CH:6]=[CH:5][C:3]=1[NH2:4].C(N(CC)CC)C.ClC(Cl)(O[C:35](=[O:41])OC(Cl)(Cl)Cl)Cl.[NH2:43][C:44]1[S:45][CH:46]=[CH:47][N:48]=1, predict the reaction product. The product is: [Cl:1][C:2]1[CH:8]=[C:7]([O:9][C:10]2[C:19]3[C:14](=[CH:15][C:16]([O:22][CH3:23])=[C:17]([O:20][CH3:21])[CH:18]=3)[N:13]=[CH:12][N:11]=2)[CH:6]=[CH:5][C:3]=1[NH:4][C:35]([NH:43][C:44]1[S:45][CH:46]=[CH:47][N:48]=1)=[O:41]. (2) The product is: [Cl:1][C:2]1[C:9]([CH3:10])=[CH:8][C:5](/[CH:6]=[N:18]/[S@@:16]([C:13]([CH3:15])([CH3:14])[CH3:12])=[O:17])=[CH:4][C:3]=1[CH3:11]. Given the reactants [Cl:1][C:2]1[C:9]([CH3:10])=[CH:8][C:5]([CH:6]=O)=[CH:4][C:3]=1[CH3:11].[CH3:12][C:13]([S@:16]([NH2:18])=[O:17])([CH3:15])[CH3:14], predict the reaction product.